The task is: Binary Classification. Given a T-cell receptor sequence (or CDR3 region) and an epitope sequence, predict whether binding occurs between them.. This data is from TCR-epitope binding with 47,182 pairs between 192 epitopes and 23,139 TCRs. (1) The epitope is RQLLFVVEV. The TCR CDR3 sequence is CASSLERLQETQYF. Result: 1 (the TCR binds to the epitope). (2) The epitope is RAKFKQLL. The TCR CDR3 sequence is CASSYSSANEKLFF. Result: 0 (the TCR does not bind to the epitope). (3) The epitope is MPASWVMRI. The TCR CDR3 sequence is CSVEFARYQETQYF. Result: 0 (the TCR does not bind to the epitope). (4) The epitope is HTDFSSEIIGY. The TCR CDR3 sequence is CASSFRDRGRWETQYF. Result: 1 (the TCR binds to the epitope).